This data is from Full USPTO retrosynthesis dataset with 1.9M reactions from patents (1976-2016). The task is: Predict the reactants needed to synthesize the given product. (1) Given the product [C:33]([O:17][C:14]1[CH:15]=[C:16]2[C:11]([C:10]([C:18](=[O:19])[NH:20][CH2:21][C:22]3[CH:27]=[CH:26][C:25]([F:28])=[C:24]([F:29])[CH:23]=3)=[C:9]([CH:30]([CH3:32])[CH3:31])[N:8]2[CH2:1][C:2]2[CH:7]=[CH:6][CH:5]=[CH:4][CH:3]=2)=[CH:12][CH:13]=1)(=[O:38])[C:34]([CH3:37])([CH3:36])[CH3:35], predict the reactants needed to synthesize it. The reactants are: [CH2:1]([N:8]1[C:16]2[C:11](=[CH:12][CH:13]=[C:14]([OH:17])[CH:15]=2)[C:10]([C:18]([NH:20][CH2:21][C:22]2[CH:27]=[CH:26][C:25]([F:28])=[C:24]([F:29])[CH:23]=2)=[O:19])=[C:9]1[CH:30]([CH3:32])[CH3:31])[C:2]1[CH:7]=[CH:6][CH:5]=[CH:4][CH:3]=1.[C:33](Cl)(=[O:38])[C:34]([CH3:37])([CH3:36])[CH3:35]. (2) Given the product [C:1]([O:5][C:6](=[O:23])[N:7]([CH2:14][C:15]1[CH:16]=[N:17][C:18]([F:22])=[CH:19][C:20]=1[B:29]1[O:33][C:32]([CH3:35])([CH3:34])[C:31]([CH3:37])([CH3:36])[O:30]1)[CH2:8][CH2:9][C:10]([F:13])([F:12])[F:11])([CH3:4])([CH3:3])[CH3:2], predict the reactants needed to synthesize it. The reactants are: [C:1]([O:5][C:6](=[O:23])[N:7]([CH2:14][C:15]1[CH:16]=[N:17][C:18]([F:22])=[CH:19][C:20]=1I)[CH2:8][CH2:9][C:10]([F:13])([F:12])[F:11])([CH3:4])([CH3:3])[CH3:2].C([O-])(=O)C.[K+].[B:29]1([B:29]2[O:33][C:32]([CH3:35])([CH3:34])[C:31]([CH3:37])([CH3:36])[O:30]2)[O:33][C:32]([CH3:35])([CH3:34])[C:31]([CH3:37])([CH3:36])[O:30]1. (3) Given the product [CH3:13][C@@H:14]1[CH2:19][CH2:18][N:17]([C:20](=[O:24])[CH2:21][C:22]#[N:23])[CH2:16][C@@H:15]1[N:25]([CH3:26])[C:2]1[N:7]2[N:8]=[CH:9][N:10]=[C:6]2[N:5]=[C:4]([CH3:11])[CH:3]=1, predict the reactants needed to synthesize it. The reactants are: Cl[C:2]1[N:7]2[N:8]=[CH:9][N:10]=[C:6]2[N:5]=[C:4]([CH3:11])[CH:3]=1.Cl.[CH3:13][C@@H:14]1[CH2:19][CH2:18][N:17]([C:20](=[O:24])[CH2:21][C:22]#[N:23])[CH2:16][C@@H:15]1[NH:25][CH3:26].C(=O)([O-])[O-].[K+].[K+]. (4) Given the product [CH3:1][O:2][C:3]([C:5]1[S:6][CH:7]=[C:8]([CH2:11][Br:12])[C:9]=1[Cl:10])=[O:4], predict the reactants needed to synthesize it. The reactants are: [CH3:1][O:2][C:3]([C:5]1[S:6][CH:7]=[C:8]([CH3:11])[C:9]=1[Cl:10])=[O:4].[Br:12]N1C(=O)CCC1=O.N(C(C)(C)C#N)=NC(C)(C)C#N. (5) Given the product [F:1][C:2]1[CH:3]=[C:4]([C:8]2[C@:9]3([CH2:25][CH2:24][C@H:23]4[C@@H:14]([CH2:15][CH2:16][C:17]5[CH:18]=[C:19]([O:26][CH2:28][C:29]([CH3:35])([CH3:34])[C:30]([OH:32])=[O:31])[CH:20]=[CH:21][C:22]=54)[C@@H:11]3[CH2:12][CH:13]=2)[CH3:10])[CH:5]=[N:6][CH:7]=1, predict the reactants needed to synthesize it. The reactants are: [F:1][C:2]1[CH:3]=[C:4]([C:8]2[C@:9]3([CH2:25][CH2:24][C@H:23]4[C@@H:14]([CH2:15][CH2:16][C:17]5[CH:18]=[C:19]([OH:26])[CH:20]=[CH:21][C:22]=54)[C@@H:11]3[CH2:12][CH:13]=2)[CH3:10])[CH:5]=[N:6][CH:7]=1.Cl[CH2:28][C:29]([CH3:35])([CH3:34])[C:30]([O:32]C)=[O:31].C(=O)([O-])[O-].[K+].[K+].[I-].[K+].[OH-].[Na+].C(O)(=O)CC(CC(O)=O)(C(O)=O)O.